This data is from Reaction yield outcomes from USPTO patents with 853,638 reactions. The task is: Predict the reaction yield, written as a fraction of the theoretical maximum amount of product (1.0 means a 100% yield; for example, 0.34 means a 34% yield). The reactants are C([O:3][C:4](=[O:36])[CH:5]([C:29]1[CH:30]=[C:31]([CH3:35])[CH:32]=[CH:33][CH:34]=1)[CH2:6][C:7]1[CH:11]=[C:10]([C:12]2[CH:17]=[CH:16][C:15]([NH:18][CH2:19][CH:20]=[CH2:21])=[CH:14][CH:13]=2)[N:9]([C:22]2[CH:27]=[CH:26][C:25]([CH3:28])=[CH:24][CH:23]=2)[N:8]=1)C.CS(O)(=O)=O. The catalyst is C(O)C.[Pd]. The product is [N:18]1[C:15]2[C:16](=[CH:17][C:12]([C:10]3[N:9]([C:22]4[CH:27]=[CH:26][C:25]([CH3:28])=[CH:24][CH:23]=4)[N:8]=[C:7]([CH2:6][CH:5]([C:29]4[CH:30]=[C:31]([CH3:35])[CH:32]=[CH:33][CH:34]=4)[C:4]([OH:3])=[O:36])[CH:11]=3)=[CH:13][CH:14]=2)[CH:21]=[CH:20][CH:19]=1.[NH2:18][C:15]1[CH:16]=[CH:17][C:12]([C:10]2[N:9]([C:22]3[CH:23]=[CH:24][C:25]([CH3:28])=[CH:26][CH:27]=3)[N:8]=[C:7]([CH2:6][CH:5]([C:29]3[CH:30]=[C:31]([CH3:35])[CH:32]=[CH:33][CH:34]=3)[C:4]([OH:36])=[O:3])[CH:11]=2)=[CH:13][CH:14]=1. The yield is 0.350.